From a dataset of Full USPTO retrosynthesis dataset with 1.9M reactions from patents (1976-2016). Predict the reactants needed to synthesize the given product. (1) Given the product [CH:1]1([CH2:6][C@H:7]([CH2:23][OH:24])[C:8]([N:10]2[C@@H:14]([CH2:15][C:16]3[CH:17]=[CH:18][CH:19]=[CH:20][CH:21]=3)[CH2:13][O:12][C:11]2=[O:22])=[O:9])[CH2:2][CH2:3][CH2:4][CH2:5]1, predict the reactants needed to synthesize it. The reactants are: [CH:1]1([CH2:6][C@H:7]([CH2:23][O:24]CC2C=CC=CC=2)[C:8]([N:10]2[C@@H:14]([CH2:15][C:16]3[CH:21]=[CH:20][CH:19]=[CH:18][CH:17]=3)[CH2:13][O:12][C:11]2=[O:22])=[O:9])[CH2:5][CH2:4][CH2:3][CH2:2]1.[H][H]. (2) Given the product [CH3:1][C:2]1[N:7]=[C:6]2[N:8]([C:13]3[CH:17]=[CH:16][S:15][CH:14]=3)[N:9]=[CH:10][C:5]2=[C:4]([NH2:11])[N:3]=1, predict the reactants needed to synthesize it. The reactants are: [CH3:1][C:2]1[N:7]=[C:6]2[NH:8][N:9]=[CH:10][C:5]2=[C:4]([NH2:11])[N:3]=1.I[C:13]1[CH:17]=[CH:16][S:15][CH:14]=1. (3) Given the product [CH3:1][O:2][C:3](=[O:34])[CH2:4][C@H:5]1[C:9]2[CH:10]=[CH:11][C:12]([O:14][C@H:15]3[C:23]4[C:18](=[C:19]([O:25][C:26]5[CH:31]=[C:30]([O:32][CH:38]6[CH2:39][CH2:40][O:35][CH2:36][CH2:37]6)[CH:29]=[CH:28][C:27]=5[F:33])[CH:20]=[CH:21][C:22]=4[F:24])[CH2:17][CH2:16]3)=[CH:13][C:8]=2[O:7][CH2:6]1, predict the reactants needed to synthesize it. The reactants are: [CH3:1][O:2][C:3](=[O:34])[CH2:4][C@H:5]1[C:9]2[CH:10]=[CH:11][C:12]([O:14][C@H:15]3[C:23]4[C:18](=[C:19]([O:25][C:26]5[CH:31]=[C:30]([OH:32])[CH:29]=[CH:28][C:27]=5[F:33])[CH:20]=[CH:21][C:22]=4[F:24])[CH2:17][CH2:16]3)=[CH:13][C:8]=2[O:7][CH2:6]1.[O:35]1[CH2:40][CH2:39][CH:38](O)[CH2:37][CH2:36]1.